Predict the reactants needed to synthesize the given product. From a dataset of Full USPTO retrosynthesis dataset with 1.9M reactions from patents (1976-2016). (1) Given the product [OH:8][CH2:9][CH2:10][C:11](=[O:17])[C:12]([CH3:16])([CH3:15])[C:13]#[N:14], predict the reactants needed to synthesize it. The reactants are: C([O:8][CH2:9][CH2:10][C:11](=[O:17])[C:12]([CH3:16])([CH3:15])[C:13]#[N:14])C1C=CC=CC=1. (2) Given the product [CH2:1]([O:2][C:3](=[O:14])[CH2:4][N:5]1[CH2:11][CH:10]=[CH:9][CH2:8][CH:7]([NH:12][C:25]([C:15]2[C:24]3[C:19](=[CH:20][CH:21]=[CH:22][CH:23]=3)[CH:18]=[CH:17][N:16]=2)=[O:27])[C:6]1=[O:13])[CH3:32], predict the reactants needed to synthesize it. The reactants are: [CH3:1][O:2][C:3](=[O:14])[CH2:4][N:5]1[CH2:11][CH:10]=[CH:9][CH2:8][CH:7]([NH2:12])[C:6]1=[O:13].[C:15]1([C:25]([OH:27])=O)[C:24]2[C:19](=[CH:20][CH:21]=[CH:22][CH:23]=2)[CH:18]=[CH:17][N:16]=1.ON1C2C=CC=C[C:32]=2N=N1. (3) The reactants are: CC1C=CC(S(O[C:12]([C:16]2[O:17][CH:18]=[CH:19][CH:20]=2)=[CH:13][C:14]#[N:15])(=O)=O)=CC=1.Cl.[NH2:22][CH:23](C(OCC)=O)[C:24]([O:26][CH2:27][CH3:28])=[O:25].C(O)C.[O-]CC.[Na+].Cl. Given the product [NH2:15][C:14]1[CH:13]=[C:12]([C:16]2[O:17][CH:18]=[CH:19][CH:20]=2)[NH:22][C:23]=1[C:24]([O:26][CH2:27][CH3:28])=[O:25], predict the reactants needed to synthesize it. (4) The reactants are: [CH3:1][O:2][C:3]1[CH:8]=[CH:7][C:6]([C:9]2[CH:17]=[CH:16][CH:15]=[C:14]3[C:10]=2[CH2:11][C:12](=[O:18])[NH:13]3)=[CH:5][CH:4]=1.[CH3:19][C@H:20]1[NH:25][C@@H:24]([CH3:26])[CH2:23][N:22]([C:27]([C:29]2[C:30]([CH3:36])=[C:31]([CH:34]=O)[NH:32][CH:33]=2)=[O:28])[CH2:21]1. Given the product [CH3:26][C@H:24]1[NH:25][C@@H:20]([CH3:19])[CH2:21][N:22]([C:27]([C:29]2[C:30]([CH3:36])=[C:31]([CH:34]=[C:11]3[C:10]4[C:14](=[CH:15][CH:16]=[CH:17][C:9]=4[C:6]4[CH:7]=[CH:8][C:3]([O:2][CH3:1])=[CH:4][CH:5]=4)[NH:13][C:12]3=[O:18])[NH:32][CH:33]=2)=[O:28])[CH2:23]1, predict the reactants needed to synthesize it.